Dataset: Forward reaction prediction with 1.9M reactions from USPTO patents (1976-2016). Task: Predict the product of the given reaction. The product is: [CH3:3][C@H:4]1[CH2:9][N:8]([CH2:10][C:11]2[CH:12]=[CH:13][C:14]([F:17])=[CH:15][CH:16]=2)[C@H:7]([CH3:18])[CH2:6][N:5]1[C@H:19]([C:27]1[CH:28]=[CH:29][C:30]([C:31]([N:33]([CH2:36][CH3:37])[CH2:34][CH3:35])=[O:32])=[CH:38][CH:39]=1)[C:20]1[CH:25]=[CH:24][CH:23]=[C:22]([O:26][CH3:40])[CH:21]=1. Given the reactants [H-].[Na+].[CH3:3][C@H:4]1[CH2:9][N:8]([CH2:10][C:11]2[CH:16]=[CH:15][C:14]([F:17])=[CH:13][CH:12]=2)[C@H:7]([CH3:18])[CH2:6][N:5]1[C@H:19]([C:27]1[CH:39]=[CH:38][C:30]([C:31]([N:33]([CH2:36][CH3:37])[CH2:34][CH3:35])=[O:32])=[CH:29][CH:28]=1)[C:20]1[CH:25]=[CH:24][CH:23]=[C:22]([OH:26])[CH:21]=1.[CH3:40]I, predict the reaction product.